Predict the product of the given reaction. From a dataset of Forward reaction prediction with 1.9M reactions from USPTO patents (1976-2016). Given the reactants [CH2:1]([O:8][C:9]1[CH:14]=[C:13](I)[CH:12]=[CH:11][C:10]=1[N:16]1[S:20](=[O:22])(=[O:21])[NH:19][C:18](=[O:23])[CH2:17]1)[C:2]1[CH:7]=[CH:6][CH:5]=[CH:4][CH:3]=1.[CH2:24]([C:26]([CH:28]=[CH2:29])=[O:27])[CH3:25].C(N(CC)CC)C, predict the reaction product. The product is: [CH2:1]([O:8][C:9]1[CH:14]=[C:13](/[CH:25]=[CH:24]/[C:26](=[O:27])[CH2:28][CH3:29])[CH:12]=[CH:11][C:10]=1[N:16]1[S:20](=[O:22])(=[O:21])[NH:19][C:18](=[O:23])[CH2:17]1)[C:2]1[CH:7]=[CH:6][CH:5]=[CH:4][CH:3]=1.